The task is: Predict the product of the given reaction.. This data is from Forward reaction prediction with 1.9M reactions from USPTO patents (1976-2016). (1) Given the reactants [CH2:1]([O:3][C:4](=[O:24])[CH2:5][C:6]1[CH:11]=[CH:10][C:9]([O:12][CH3:13])=[C:8]([O:14][C:15]2[CH:20]=[CH:19][C:18]([Br:21])=[CH:17][C:16]=2[CH:22]=O)[CH:7]=1)[CH3:2].[CH2:25]1[C:33]2[C:28](=[CH:29][CH:30]=[CH:31][CH:32]=2)[C@H:27]([NH2:34])[C@@H:26]1[OH:35], predict the reaction product. The product is: [CH2:1]([O:3][C:4](=[O:24])[CH2:5][C:6]1[CH:11]=[CH:10][C:9]([O:12][CH3:13])=[C:8]([O:14][C:15]2[CH:20]=[CH:19][C:18]([Br:21])=[CH:17][C:16]=2[CH2:22][NH:34][C@H:27]2[C:28]3[C:33](=[CH:32][CH:31]=[CH:30][CH:29]=3)[CH2:25][C@H:26]2[OH:35])[CH:7]=1)[CH3:2]. (2) Given the reactants C(N(CC)C(C)C)(C)C.[N+:10]([CH3:13])([O-:12])=[O:11].[Cl:14][C:15]1[C:20]([Cl:21])=[CH:19][CH:18]=[CH:17][C:16]=1/[CH:22]=[N:23]/[C:24](=[O:30])[O:25][C:26]([CH3:29])([CH3:28])[CH3:27], predict the reaction product. The product is: [Cl:14][C:15]1[C:20]([Cl:21])=[CH:19][CH:18]=[CH:17][C:16]=1[CH:22]([NH:23][C:24](=[O:30])[O:25][C:26]([CH3:28])([CH3:27])[CH3:29])[CH2:13][N+:10]([O-:12])=[O:11]. (3) Given the reactants C([O:3][C:4]([C:6]1[CH:7]([C:20]([F:23])([F:22])[F:21])[O:8][C:9]2[C:14]([CH:15]=1)=[CH:13][C:12]([Cl:16])=[CH:11][C:10]=2[C:17]#[C:18][CH3:19])=[O:5])C.C1COCC1.CCO.O.Cl, predict the reaction product. The product is: [Cl:16][C:12]1[CH:13]=[C:14]2[C:9](=[C:10]([C:17]#[C:18][CH3:19])[CH:11]=1)[O:8][CH:7]([C:20]([F:23])([F:21])[F:22])[C:6]([C:4]([OH:5])=[O:3])=[CH:15]2. (4) Given the reactants [Cl:1][C:2]1[C:3]([CH3:38])=[N:4][O:5][C:6]=1[N:7]([CH2:32][O:33][CH2:34][CH2:35][O:36][CH3:37])[S:8]([C:11]1[C:19]2[C:14](=[N:15][CH:16]=[CH:17][CH:18]=2)[S:13][C:12]=1[CH:20](O)[C:21]1[CH:26]=[C:25]2[O:27][CH2:28][O:29][C:24]2=[CH:23][C:22]=1[CH3:30])(=[O:10])=[O:9].C([SiH](CC)CC)C.B(F)(F)F.CCOCC, predict the reaction product. The product is: [Cl:1][C:2]1[C:3]([CH3:38])=[N:4][O:5][C:6]=1[N:7]([CH2:32][O:33][CH2:34][CH2:35][O:36][CH3:37])[S:8]([C:11]1[C:19]2[C:14](=[N:15][CH:16]=[CH:17][CH:18]=2)[S:13][C:12]=1[CH2:20][C:21]1[CH:26]=[C:25]2[O:27][CH2:28][O:29][C:24]2=[CH:23][C:22]=1[CH3:30])(=[O:9])=[O:10]. (5) The product is: [C:11]([NH:14][C@@H:15]([CH2:19][C:20]1[CH:21]=[CH:22][CH:23]=[CH:24][CH:25]=1)[C:16]([NH:37][C@H:38]([C:39](=[O:40])[NH:41][CH2:42][CH2:43][CH2:44][CH2:45][CH3:46])[CH2:47][C:48]1[CH:53]=[CH:52][CH:51]=[C:50]([N:54]2[CH2:58][C:57](=[O:59])[N:56]([CH2:60][C:61]3[CH:66]=[CH:65][C:64]([O:67][CH3:68])=[CH:63][CH:62]=3)[S:55]2(=[O:69])=[O:70])[CH:49]=1)=[O:17])(=[O:13])[CH3:12]. Given the reactants C1C=CC2N(O)N=NC=2C=1.[C:11]([NH:14][C@@H:15]([CH2:19][C:20]1[CH:25]=[CH:24][CH:23]=[CH:22][CH:21]=1)[C:16](O)=[O:17])(=[O:13])[CH3:12].CCN=C=NCCCN(C)C.[NH2:37][C@@H:38]([CH2:47][C:48]1[CH:53]=[CH:52][CH:51]=[C:50]([N:54]2[CH2:58][C:57](=[O:59])[N:56]([CH2:60][C:61]3[CH:66]=[CH:65][C:64]([O:67][CH3:68])=[CH:63][CH:62]=3)[S:55]2(=[O:70])=[O:69])[CH:49]=1)[C:39]([NH:41][CH2:42][CH2:43][CH2:44][CH2:45][CH3:46])=[O:40], predict the reaction product. (6) Given the reactants [CH3:1][O:2][C:3]1[C:8]2[C:9]([CH2:12][O:13][C:14]3[CH:22]=[CH:21][CH:20]=[C:19]4[C:15]=3[CH:16]=[C:17]([C:23](O)=[O:24])[NH:18]4)=[CH:10][O:11][C:7]=2[CH:6]=[CH:5][CH:4]=1.Cl.Cl.Cl.[NH2:29][CH:30]1[CH2:35][CH2:34][N:33]([CH2:36][C@@H:37]([N:39]2[CH2:44][CH2:43][CH:42]([OH:45])[CH2:41][CH2:40]2)[CH3:38])[CH2:32][CH2:31]1, predict the reaction product. The product is: [OH:45][CH:42]1[CH2:41][CH2:40][N:39]([C@@H:37]([CH3:38])[CH2:36][N:33]2[CH2:32][CH2:31][CH:30]([NH:29][C:23]([C:17]3[NH:18][C:19]4[C:15]([CH:16]=3)=[C:14]([O:13][CH2:12][C:9]3[C:8]5[C:3]([O:2][CH3:1])=[CH:4][CH:5]=[CH:6][C:7]=5[O:11][CH:10]=3)[CH:22]=[CH:21][CH:20]=4)=[O:24])[CH2:35][CH2:34]2)[CH2:44][CH2:43]1. (7) Given the reactants [Cl:1][C:2]1[CH:7]=[CH:6][C:5]([OH:8])=[C:4]([O:9][CH3:10])[CH:3]=1.[CH2:11]([C@H:13]1[O:15][CH2:14]1)Cl.C1(C)C=CC=CC=1.[OH-].[Na+], predict the reaction product. The product is: [Cl:1][C:2]1[CH:7]=[CH:6][C:5]([O:8][CH2:11][C@@H:13]2[O:15][CH2:14]2)=[C:4]([O:9][CH3:10])[CH:3]=1. (8) Given the reactants Br[C:2]1[CH:7]=[CH:6][C:5]([N:8]2[CH2:13][CH2:12][C:11](=[O:14])[CH2:10][CH2:9]2)=[CH:4][CH:3]=1.[B:15]1([B:15]2[O:19][C:18]([CH3:21])([CH3:20])[C:17]([CH3:23])([CH3:22])[O:16]2)[O:19][C:18]([CH3:21])([CH3:20])[C:17]([CH3:23])([CH3:22])[O:16]1.CC([O-])=O.[K+].[Cl-].[Na+], predict the reaction product. The product is: [CH3:22][C:17]1([CH3:23])[C:18]([CH3:21])([CH3:20])[O:19][B:15]([C:2]2[CH:7]=[CH:6][C:5]([N:8]3[CH2:13][CH2:12][C:11](=[O:14])[CH2:10][CH2:9]3)=[CH:4][CH:3]=2)[O:16]1. (9) Given the reactants [CH3:1][NH:2][S:3]([C:6]1[CH:11]=[CH:10][C:9]([O:12][CH:13]([CH3:15])[CH3:14])=[C:8]([N+:16]([O-])=O)[CH:7]=1)(=[O:5])=[O:4], predict the reaction product. The product is: [NH2:16][C:8]1[CH:7]=[C:6]([S:3]([NH:2][CH3:1])(=[O:5])=[O:4])[CH:11]=[CH:10][C:9]=1[O:12][CH:13]([CH3:15])[CH3:14].